Predict the reactants needed to synthesize the given product. From a dataset of Full USPTO retrosynthesis dataset with 1.9M reactions from patents (1976-2016). (1) Given the product [N:22]1([CH2:20][C:16]2[NH:17][C:18]3[C:14]([CH:15]=2)=[CH:13][CH:12]=[C:11]([O:10][C:2]2[S:1][C:9]4[C:4]([N:3]=2)=[N:5][CH:6]=[CH:7][CH:8]=4)[CH:19]=3)[CH2:27][CH2:26][CH2:25][CH2:24][CH2:23]1, predict the reactants needed to synthesize it. The reactants are: [S:1]1[C:9]2[C:4](=[N:5][CH:6]=[CH:7][CH:8]=2)[N:3]=[C:2]1[O:10][C:11]1[CH:19]=[C:18]2[C:14]([CH:15]=[C:16]([CH:20]=O)[NH:17]2)=[CH:13][CH:12]=1.[NH:22]1[CH2:27][CH2:26][CH2:25][CH2:24][CH2:23]1.[BH-](OC(C)=O)(OC(C)=O)OC(C)=O.[Na+]. (2) Given the product [C:1]([C:4]1[CH:9]=[CH:8][C:7]([N:10]2[CH2:15][CH2:14][N:13]([C:16]([C:18]3[CH:19]=[C:20]([S:25]([NH:28][CH3:29])(=[O:27])=[O:26])[CH:21]=[CH:22][C:23]=3[N:31]3[CH2:36][CH2:35][O:34][CH2:33][CH2:32]3)=[O:17])[CH2:12][CH2:11]2)=[C:6]([F:30])[CH:5]=1)(=[O:3])[CH3:2], predict the reactants needed to synthesize it. The reactants are: [C:1]([C:4]1[CH:9]=[CH:8][C:7]([N:10]2[CH2:15][CH2:14][N:13]([C:16]([C:18]3[CH:19]=[C:20]([S:25]([NH:28][CH3:29])(=[O:27])=[O:26])[CH:21]=[CH:22][C:23]=3Cl)=[O:17])[CH2:12][CH2:11]2)=[C:6]([F:30])[CH:5]=1)(=[O:3])[CH3:2].[NH:31]1[CH2:36][CH2:35][O:34][CH2:33][CH2:32]1. (3) Given the product [C:31]([O:30][C:28]([NH:27][CH2:26][CH2:25][NH:24][C:20]1[N:19]=[C:18]([O:17][C:13]2[CH:14]=[C:15]([CH3:16])[C:7]3[CH:6]([CH2:5][C:4]([OH:35])=[O:3])[O:10][B:9]([OH:11])[C:8]=3[CH:12]=2)[CH:23]=[CH:22][N:21]=1)=[O:29])([CH3:34])([CH3:33])[CH3:32], predict the reactants needed to synthesize it. The reactants are: C([O:3][C:4](=[O:35])[CH2:5][CH:6]1[O:10][B:9]([OH:11])[C:8]2[CH:12]=[C:13]([O:17][C:18]3[CH:23]=[CH:22][N:21]=[C:20]([NH:24][CH2:25][CH2:26][NH:27][C:28]([O:30][C:31]([CH3:34])([CH3:33])[CH3:32])=[O:29])[N:19]=3)[CH:14]=[C:15]([CH3:16])[C:7]1=2)C.[OH-].[Li+].